This data is from Forward reaction prediction with 1.9M reactions from USPTO patents (1976-2016). The task is: Predict the product of the given reaction. (1) Given the reactants Br[C:2]1[CH:3]=[C:4]2[C:8](=[CH:9][CH:10]=1)[NH:7][C:6]([CH3:11])=[CH:5]2.[B:12]1([B:12]2[O:16][C:15]([CH3:18])([CH3:17])[C:14]([CH3:20])([CH3:19])[O:13]2)[O:16][C:15]([CH3:18])([CH3:17])[C:14]([CH3:20])([CH3:19])[O:13]1, predict the reaction product. The product is: [CH3:11][C:6]1[NH:7][C:8]2[C:4]([CH:5]=1)=[CH:3][C:2]([B:12]1[O:16][C:15]([CH3:18])([CH3:17])[C:14]([CH3:20])([CH3:19])[O:13]1)=[CH:10][CH:9]=2. (2) Given the reactants [C:1]([C:3]1[CH:4]=[C:5](B(O)O)[CH:6]=[CH:7][CH:8]=1)#[N:2].Br[C:13]1[CH:18]=[CH:17][C:16]([CH2:19][NH:20][S:21]([C:24]2[CH:29]=[CH:28][CH:27]=[CH:26][C:25]=2[O:30][CH3:31])(=[O:23])=[O:22])=[CH:15][CH:14]=1.C([O-])([O-])=O.[Na+].[Na+], predict the reaction product. The product is: [CH3:31][O:30][C:25]1[CH:26]=[CH:27][CH:28]=[CH:29][C:24]=1[S:21]([NH:20][CH2:19][C:16]1[CH:17]=[CH:18][C:13]([C:7]2[CH:8]=[C:3]([C:1]#[N:2])[CH:4]=[CH:5][CH:6]=2)=[CH:14][CH:15]=1)(=[O:23])=[O:22]. (3) Given the reactants [C:1]([O:4][C@@H:5]1[C@@H:10]([O:11][C:12](=[O:14])[CH3:13])[C@H:9]([O:15][C:16](=[O:18])[CH3:17])[C@@H:8]([CH2:19][O:20][C:21](=[O:23])[CH3:22])[O:7][C@H:6]1[C:24]1[CH:29]=[CH:28][C:27]([Cl:30])=[C:26]([CH2:31][C:32]2[S:33][C:34](Br)=[CH:35][CH:36]=2)[CH:25]=1)(=[O:3])[CH3:2].[CH:38]([C:40]1[CH:41]=[C:42](B(O)O)[CH:43]=[CH:44][CH:45]=1)=[O:39], predict the reaction product. The product is: [C:1]([O:4][C@@H:5]1[C@@H:10]([O:11][C:12](=[O:14])[CH3:13])[C@H:9]([O:15][C:16](=[O:18])[CH3:17])[C@@H:8]([CH2:19][O:20][C:21](=[O:23])[CH3:22])[O:7][C@H:6]1[C:24]1[CH:29]=[CH:28][C:27]([Cl:30])=[C:26]([CH2:31][C:32]2[S:33][C:34]([C:44]3[CH:43]=[CH:42][CH:41]=[C:40]([CH:38]=[O:39])[CH:45]=3)=[CH:35][CH:36]=2)[CH:25]=1)(=[O:3])[CH3:2].